Dataset: NCI-60 drug combinations with 297,098 pairs across 59 cell lines. Task: Regression. Given two drug SMILES strings and cell line genomic features, predict the synergy score measuring deviation from expected non-interaction effect. (1) Drug 1: C1=C(C(=O)NC(=O)N1)N(CCCl)CCCl. Drug 2: C1=NC2=C(N1)C(=S)N=C(N2)N. Cell line: SK-OV-3. Synergy scores: CSS=49.1, Synergy_ZIP=0.617, Synergy_Bliss=4.95, Synergy_Loewe=-2.34, Synergy_HSA=4.37. (2) Drug 1: CC1C(C(CC(O1)OC2CC(OC(C2O)C)OC3=CC4=CC5=C(C(=O)C(C(C5)C(C(=O)C(C(C)O)O)OC)OC6CC(C(C(O6)C)O)OC7CC(C(C(O7)C)O)OC8CC(C(C(O8)C)O)(C)O)C(=C4C(=C3C)O)O)O)O. Drug 2: C1=NNC2=C1C(=O)NC=N2. Cell line: OVCAR-4. Synergy scores: CSS=35.8, Synergy_ZIP=0.364, Synergy_Bliss=-3.05, Synergy_Loewe=-36.3, Synergy_HSA=-1.51. (3) Drug 1: CS(=O)(=O)C1=CC(=C(C=C1)C(=O)NC2=CC(=C(C=C2)Cl)C3=CC=CC=N3)Cl. Drug 2: CC1=C(C(=CC=C1)Cl)NC(=O)C2=CN=C(S2)NC3=CC(=NC(=N3)C)N4CCN(CC4)CCO. Cell line: SK-MEL-28. Synergy scores: CSS=4.52, Synergy_ZIP=0.500, Synergy_Bliss=1.27, Synergy_Loewe=-15.6, Synergy_HSA=-5.30. (4) Drug 1: CC(C1=C(C=CC(=C1Cl)F)Cl)OC2=C(N=CC(=C2)C3=CN(N=C3)C4CCNCC4)N. Drug 2: CC(C)CN1C=NC2=C1C3=CC=CC=C3N=C2N. Cell line: HOP-62. Synergy scores: CSS=-5.63, Synergy_ZIP=1.88, Synergy_Bliss=-1.78, Synergy_Loewe=-6.27, Synergy_HSA=-5.68. (5) Synergy scores: CSS=10.7, Synergy_ZIP=0.785, Synergy_Bliss=2.32, Synergy_Loewe=5.12, Synergy_HSA=4.97. Cell line: OVCAR-5. Drug 2: CS(=O)(=O)OCCCCOS(=O)(=O)C. Drug 1: CCN(CC)CCNC(=O)C1=C(NC(=C1C)C=C2C3=C(C=CC(=C3)F)NC2=O)C.